The task is: Predict the product of the given reaction.. This data is from Forward reaction prediction with 1.9M reactions from USPTO patents (1976-2016). (1) Given the reactants Br[C:2]1[N:6]2[CH:7]=[C:8]([C:19]3[CH:24]=[CH:23][CH:22]=[CH:21][CH:20]=3)[C:9]([C:11]3[CH:18]=[CH:17][C:14]([CH:15]=[O:16])=[CH:13][CH:12]=3)=[N:10][C:5]2=[N:4][CH:3]=1.C1C(=O)N([Cl:32])C(=O)C1, predict the reaction product. The product is: [Cl:32][C:2]1[N:6]2[CH:7]=[C:8]([C:19]3[CH:24]=[CH:23][CH:22]=[CH:21][CH:20]=3)[C:9]([C:11]3[CH:18]=[CH:17][C:14]([CH:15]=[O:16])=[CH:13][CH:12]=3)=[N:10][C:5]2=[N:4][CH:3]=1. (2) Given the reactants FC(F)(F)C(O)=O.[C:8]([C:12]1[CH:17]=[CH:16][C:15]([CH2:18][C:19]([N:22]2[CH2:31][CH2:30][C:29]3[C:24](=[CH:25][CH:26]=[C:27]([S:32]([N:35](CC4C=CC(OC)=CC=4OC)[C:36]4[CH:41]=[CH:40][C:39]([F:42])=[CH:38][CH:37]=4)(=[O:34])=[O:33])[CH:28]=3)[CH2:23]2)([CH3:21])[CH3:20])=[CH:14][CH:13]=1)([CH3:11])([CH3:10])[CH3:9].C(=O)([O-])O.[Na+], predict the reaction product. The product is: [C:8]([C:12]1[CH:13]=[CH:14][C:15]([CH2:18][C:19]([N:22]2[CH2:31][CH2:30][C:29]3[C:24](=[CH:25][CH:26]=[C:27]([S:32]([NH:35][C:36]4[CH:37]=[CH:38][C:39]([F:42])=[CH:40][CH:41]=4)(=[O:34])=[O:33])[CH:28]=3)[CH2:23]2)([CH3:21])[CH3:20])=[CH:16][CH:17]=1)([CH3:9])([CH3:10])[CH3:11]. (3) Given the reactants [C:1]([C:4]1[C:13]([N:14]2[CH2:18][CH2:17][C@H:16]([NH:19][S:20]([CH3:23])(=[O:22])=[O:21])[CH2:15]2)=[C:12]2[C:7]([CH:8]=[CH:9][CH:10]=[N:11]2)=[C:6]([Cl:24])[CH:5]=1)(=O)[CH3:2].C([O-])(=O)C.[NH4+].C([BH3-])#[N:31].[Na+].O1CCCC1, predict the reaction product. The product is: [NH2:31][CH:1]([C:4]1[C:13]([N:14]2[CH2:18][CH2:17][C@H:16]([NH:19][S:20]([CH3:23])(=[O:22])=[O:21])[CH2:15]2)=[C:12]2[C:7]([CH:8]=[CH:9][CH:10]=[N:11]2)=[C:6]([Cl:24])[CH:5]=1)[CH3:2]. (4) The product is: [CH3:24][C:25]1[CH:30]=[CH:29][CH:28]=[C:27]([CH3:31])[C:26]=1[O:32][C:15]1[NH:14][C:18]2[CH:19]=[CH:20][CH:21]=[CH:22][C:17]=2[N:16]=1. Given the reactants C(=O)([O-])[O-].[Cs+].[Cs+].C(OC([N:14]1[C:18]2[CH:19]=[CH:20][CH:21]=[CH:22][C:17]=2[N:16]=[C:15]1Cl)=O)(C)(C)C.[CH3:24][C:25]1[CH:30]=[CH:29][CH:28]=[C:27]([CH3:31])[C:26]=1[OH:32], predict the reaction product. (5) The product is: [C:1]1([C:32]2[CH:37]=[CH:36][CH:35]=[CH:34][CH:33]=2)[CH:6]=[CH:5][CH:4]=[C:3]([C:7]2[N:12]=[C:11]([C:13]3[CH:14]=[C:15]([C:19]4[CH:24]=[CH:23][CH:22]=[CH:21][CH:20]=4)[CH:16]=[CH:17][CH:18]=3)[N:10]=[C:9]([C:25]3[CH:26]=[C:27]([C:43]4[CH:44]=[CH:45][C:40]([CH:39]=[CH2:38])=[CH:41][CH:42]=4)[CH:28]=[CH:29][CH:30]=3)[N:8]=2)[CH:2]=1. Given the reactants [C:1]1([C:32]2[CH:37]=[CH:36][CH:35]=[CH:34][CH:33]=2)[CH:6]=[CH:5][CH:4]=[C:3]([C:7]2[N:12]=[C:11]([C:13]3[CH:14]=[C:15]([C:19]4[CH:24]=[CH:23][CH:22]=[CH:21][CH:20]=4)[CH:16]=[CH:17][CH:18]=3)[N:10]=[C:9]([C:25]3[CH:30]=[CH:29][CH:28]=[C:27](Br)[CH:26]=3)[N:8]=2)[CH:2]=1.[CH:38](B(O)O)=[CH:39][C:40]1[CH:45]=[CH:44][CH:43]=[CH:42][CH:41]=1.C(=O)([O-])[O-].[Na+].[Na+], predict the reaction product. (6) Given the reactants [NH2:1][C:2]([CH2:26][CH2:27][O:28][CH3:29])([CH2:22][CH2:23][O:24][CH3:25])[CH2:3][NH:4][C:5](=[O:21])[O:6][CH2:7][CH:8]1[C:20]2[CH:19]=[CH:18][CH:17]=[CH:16][C:15]=2[C:14]2[C:9]1=[CH:10][CH:11]=[CH:12][CH:13]=2.[CH:30](=O)[CH2:31][CH2:32][C:33]#[CH:34].C(O[BH-](OC(=O)C)OC(=O)C)(=O)C.[Na+].C(=O)([O-])O.[Na+], predict the reaction product. The product is: [CH3:29][O:28][CH2:27][CH2:26][C:2]([CH2:22][CH2:23][O:24][CH3:25])([NH:1][CH2:34][CH2:33][CH2:32][C:31]#[CH:30])[CH2:3][NH:4][C:5](=[O:21])[O:6][CH2:7][CH:8]1[C:20]2[CH:19]=[CH:18][CH:17]=[CH:16][C:15]=2[C:14]2[C:9]1=[CH:10][CH:11]=[CH:12][CH:13]=2. (7) Given the reactants [I:1][C:2]1[CH:10]=[CH:9][C:5]([C:6]([OH:8])=O)=[CH:4][CH:3]=1.C(N1C=CN=C1)(N1C=CN=C1)=O.[NH:23]1[CH2:27][CH2:26][CH2:25][CH2:24]1, predict the reaction product. The product is: [I:1][C:2]1[CH:3]=[CH:4][C:5]([C:6]([N:23]2[CH2:27][CH2:26][CH2:25][CH2:24]2)=[O:8])=[CH:9][CH:10]=1.